From a dataset of Peptide-MHC class II binding affinity with 134,281 pairs from IEDB. Regression. Given a peptide amino acid sequence and an MHC pseudo amino acid sequence, predict their binding affinity value. This is MHC class II binding data. (1) The peptide sequence is PCVFIKRVSNVIIHG. The MHC is DRB1_1302 with pseudo-sequence DRB1_1302. The binding affinity (normalized) is 0.834. (2) The peptide sequence is KSRFFIWSQEVPLLT. The MHC is DRB4_0101 with pseudo-sequence DRB4_0103. The binding affinity (normalized) is 0.721. (3) The peptide sequence is KPAAAATATATSAVG. The MHC is HLA-DPA10301-DPB10402 with pseudo-sequence HLA-DPA10301-DPB10402. The binding affinity (normalized) is 0.0570. (4) The peptide sequence is IGKLFTQTMKGVERL. The MHC is DRB1_1301 with pseudo-sequence DRB1_1301. The binding affinity (normalized) is 0.706. (5) The peptide sequence is GELQIVDKIDAEFKI. The MHC is DRB1_1302 with pseudo-sequence DRB1_1302. The binding affinity (normalized) is 0.535. (6) The peptide sequence is FNDIIHSIINMDADV. The MHC is DRB3_0101 with pseudo-sequence DRB3_0101. The binding affinity (normalized) is 0.395. (7) The peptide sequence is GWYRPPFSRVVHLYR. The MHC is DRB1_0701 with pseudo-sequence DRB1_0701. The binding affinity (normalized) is 0.474. (8) The peptide sequence is LLFFLALSICARISS. The MHC is H-2-IAb with pseudo-sequence H-2-IAb. The binding affinity (normalized) is 0. (9) The binding affinity (normalized) is 0.558. The peptide sequence is ILTVSVAVSEGKPTE. The MHC is HLA-DQA10102-DQB10602 with pseudo-sequence HLA-DQA10102-DQB10602. (10) The peptide sequence is AAATAGTTVYGEFAA. The MHC is HLA-DQA10102-DQB10602 with pseudo-sequence HLA-DQA10102-DQB10602. The binding affinity (normalized) is 0.476.